This data is from Catalyst prediction with 721,799 reactions and 888 catalyst types from USPTO. The task is: Predict which catalyst facilitates the given reaction. (1) Reactant: [CH3:1][C@@H:2]1[CH2:7][CH2:6][C:5](=[O:8])[N:4]2[C@H:9]([C:12]3[CH:17]=[CH:16][CH:15]=[CH:14][CH:13]=3)[CH2:10][O:11][C@@H:3]12.C([SiH](CC)CC)C.C(=O)(O)[O-].[Na+]. Product: [OH:11][CH2:10][C@H:9]([N:4]1[CH2:3][C@H:2]([CH3:1])[CH2:7][CH2:6][C:5]1=[O:8])[C:12]1[CH:17]=[CH:16][CH:15]=[CH:14][CH:13]=1. The catalyst class is: 642. (2) Reactant: [Cl:1][C:2]1[CH:3]=[N:4][CH:5]=[C:6]([Cl:10])[C:7]=1[CH2:8]O.[Br:11]P(Br)Br. Product: [BrH:11].[Br:11][CH2:8][C:7]1[C:2]([Cl:1])=[CH:3][N:4]=[CH:5][C:6]=1[Cl:10]. The catalyst class is: 4. (3) Reactant: [OH:1][C:2]1[C:11]([C:12]([O:14]C)=[O:13])=[CH:10][C:9]2[C:4](=[N:5][CH:6]=[CH:7][CH:8]=2)[N:3]=1.[Li+].[OH-]. Product: [OH:1][C:2]1[C:11]([C:12]([OH:14])=[O:13])=[CH:10][C:9]2[C:4](=[N:5][CH:6]=[CH:7][CH:8]=2)[N:3]=1. The catalyst class is: 20. (4) Reactant: [CH:1]([O:4][C:5]1[N:10]=[CH:9][C:8]([O:11][C:12]2[CH:17]=[CH:16][C:15]([CH2:18][CH2:19][C:20](=O)[CH:21]([CH3:23])[CH3:22])=[CH:14][CH:13]=2)=[CH:7][CH:6]=1)([CH3:3])[CH3:2].Cl.[CH2:26]([O:33][NH2:34])[C:27]1[CH:32]=[CH:31][CH:30]=[CH:29][CH:28]=1.N1C=CC=CC=1. Product: [CH2:26]([O:33][N:34]=[C:20]([CH:21]([CH3:23])[CH3:22])[CH2:19][CH2:18][C:15]1[CH:16]=[CH:17][C:12]([O:11][C:8]2[CH:9]=[N:10][C:5]([O:4][CH:1]([CH3:3])[CH3:2])=[CH:6][CH:7]=2)=[CH:13][CH:14]=1)[C:27]1[CH:32]=[CH:31][CH:30]=[CH:29][CH:28]=1. The catalyst class is: 8. (5) Product: [F:22][C:21]([F:24])([F:23])[C:19]([OH:25])=[O:20].[CH3:18][O:17][C:15](=[O:16])[C@H:13]([O:12][CH:10]1[CH2:11][NH:8][CH2:9]1)[CH3:14]. Reactant: C(OC([N:8]1[CH2:11][CH:10]([O:12][C@@H:13]([C:15]([O:17][CH3:18])=[O:16])[CH3:14])[CH2:9]1)=O)(C)(C)C.[C:19]([OH:25])([C:21]([F:24])([F:23])[F:22])=[O:20]. The catalyst class is: 2. (6) Reactant: [C:1]([NH:9][C:10]([NH:12][CH2:13][CH2:14][O:15][C:16]1[CH:21]=[CH:20][C:19]([C:22]2[NH:31][C:30](=[O:32])[C:29]3[C:24](=[CH:25][C:26]([O:35][CH3:36])=[CH:27][C:28]=3[O:33][CH3:34])[N:23]=2)=[CH:18][C:17]=1[CH3:37])=S)(=O)[C:2]1[CH:7]=[CH:6][CH:5]=[CH:4][CH:3]=1.O.[NH2:39][NH2:40]. Product: [CH3:34][O:33][C:28]1[CH:27]=[C:26]([O:35][CH3:36])[CH:25]=[C:24]2[C:29]=1[C:30](=[O:32])[NH:31][C:22]([C:19]1[CH:20]=[CH:21][C:16]([O:15][CH2:14][CH2:13][NH:12][C:10]3[NH:9][C:1]([C:2]4[CH:7]=[CH:6][CH:5]=[CH:4][CH:3]=4)=[N:40][N:39]=3)=[C:17]([CH3:37])[CH:18]=1)=[N:23]2. The catalyst class is: 22.